This data is from Full USPTO retrosynthesis dataset with 1.9M reactions from patents (1976-2016). The task is: Predict the reactants needed to synthesize the given product. (1) Given the product [CH3:29][O:30][C:31]1[CH:39]=[CH:38][C:34]([C:35]([NH:1][C:2]2[C:6]3[N:7]=[C:8]([C:10](=[O:21])[NH:11][C:12]([CH3:20])([C:14]4[CH:19]=[CH:18][CH:17]=[CH:16][CH:15]=4)[CH3:13])[S:9][C:5]=3[N:4]([C:22]([O:24][C:25]([CH3:28])([CH3:27])[CH3:26])=[O:23])[N:3]=2)=[O:36])=[CH:33][CH:32]=1, predict the reactants needed to synthesize it. The reactants are: [NH2:1][C:2]1[C:6]2[N:7]=[C:8]([C:10](=[O:21])[NH:11][C:12]([CH3:20])([C:14]3[CH:19]=[CH:18][CH:17]=[CH:16][CH:15]=3)[CH3:13])[S:9][C:5]=2[N:4]([C:22]([O:24][C:25]([CH3:28])([CH3:27])[CH3:26])=[O:23])[N:3]=1.[CH3:29][O:30][C:31]1[CH:39]=[CH:38][C:34]([C:35](Cl)=[O:36])=[CH:33][CH:32]=1.[Cl-].[Na+]. (2) Given the product [CH2:16]([N:14]([CH3:15])[C:12]1[C:42]([C:44]([F:47])([F:46])[F:45])=[CH:10][C:9]2[NH:24][C:25](=[O:40])[CH2:26][C:27]([C:28]3[CH:33]=[CH:32][CH:31]=[C:30]([N:34]4[CH:38]=[CH:37][N:36]=[N:35]4)[CH:29]=3)=[N:7][C:8]=2[CH:13]=1)[CH:17]([CH3:19])[CH3:18], predict the reactants needed to synthesize it. The reactants are: C(OC(=O)[NH:7][C:8]1[CH:13]=[C:12]([N:14]([CH2:16][CH:17]([CH3:19])[CH3:18])[CH3:15])C(C(F)(F)F)=[CH:10][C:9]=1[NH:24][C:25](=[O:40])[CH2:26][C:27](=O)[C:28]1[CH:33]=[CH:32][CH:31]=[C:30]([N:34]2[CH:38]=[CH:37][N:36]=[N:35]2)[CH:29]=1)(C)(C)C.[C:42](O)([C:44]([F:47])([F:46])[F:45])=O. (3) Given the product [Br:23][C:21]1[C:20]2[C:15](=[CH:16][CH:17]=[CH:18][CH:19]=2)[C:14]([O:24][CH3:25])=[C:13]([CH:28]=[O:29])[CH:22]=1, predict the reactants needed to synthesize it. The reactants are: CCCCCC.C([Li])CCC.Br[C:13]1[CH:22]=[C:21]([Br:23])[C:20]2[C:15](=[CH:16][CH:17]=[CH:18][CH:19]=2)[C:14]=1[O:24][CH3:25].CN(C)[CH:28]=[O:29].[Cl-].[NH4+]. (4) The reactants are: [CH3:1][O:2][C:3]1[CH:8]=[C:7]([O:9][CH3:10])[CH:6]=[CH:5][C:4]=1[C:11]1[N:16]([CH2:17][C:18]([O:20]CC)=[O:19])[C:15](=[S:23])[NH:14][C:13](=[O:24])[CH:12]=1.[OH-].[Na+]. Given the product [CH3:1][O:2][C:3]1[CH:8]=[C:7]([O:9][CH3:10])[CH:6]=[CH:5][C:4]=1[C:11]1[N:16]([CH2:17][C:18]([OH:20])=[O:19])[C:15](=[S:23])[NH:14][C:13](=[O:24])[CH:12]=1, predict the reactants needed to synthesize it.